This data is from Acute oral toxicity (LD50) regression data from Zhu et al.. The task is: Regression/Classification. Given a drug SMILES string, predict its toxicity properties. Task type varies by dataset: regression for continuous values (e.g., LD50, hERG inhibition percentage) or binary classification for toxic/non-toxic outcomes (e.g., AMES mutagenicity, cardiotoxicity, hepatotoxicity). Dataset: ld50_zhu. (1) The drug is Cc1c2ccccc2c(C)c2c1ccc1ccccc12. The rat oral LD50 is 2.89, given as -log10 of the dose in mol/kg body weight (higher means more acutely toxic). (2) The compound is CC(C)(Oc1ccc(CCNC(=O)c2ccc(Cl)cc2)cc1)C(=O)O. The rat oral LD50 is 1.95, given as -log10 of the dose in mol/kg body weight (higher means more acutely toxic). (3) The compound is CC(C)=CCCC(C)CCO. The rat oral LD50 is 1.66, given as -log10 of the dose in mol/kg body weight (higher means more acutely toxic).